This data is from Full USPTO retrosynthesis dataset with 1.9M reactions from patents (1976-2016). The task is: Predict the reactants needed to synthesize the given product. (1) The reactants are: [C:1]([C:4]1[CH:5]=[C:6]([C:20]2[C:21]([CH3:26])=[N:22][O:23][C:24]=2[CH3:25])[CH:7]=[C:8]2[C:16]=1[NH:15][C:14]1[CH:13]=[C:12]([C:17]([OH:19])=[O:18])[CH:11]=[CH:10][C:9]2=1)(=[O:3])[NH2:2].C(=O)([O-])[O-].[K+].[K+].Br[CH2:34][CH:35]1[CH2:37][CH2:36]1.[OH-].[Na+]. Given the product [C:1]([C:4]1[CH:5]=[C:6]([C:20]2[C:21]([CH3:26])=[N:22][O:23][C:24]=2[CH3:25])[CH:7]=[C:8]2[C:16]=1[N:15]([CH2:34][CH:35]1[CH2:37][CH2:36]1)[C:14]1[CH:13]=[C:12]([C:17]([OH:19])=[O:18])[CH:11]=[CH:10][C:9]2=1)(=[O:3])[NH2:2], predict the reactants needed to synthesize it. (2) Given the product [CH2:1]([O:3][C:4](=[O:21])[C:5]1[CH:10]=[C:9]([CH2:11][N:12]2[CH2:17][CH2:16][O:15][CH2:14][CH2:13]2)[CH:8]=[CH:7][C:6]=1[NH2:18])[CH3:2], predict the reactants needed to synthesize it. The reactants are: [CH2:1]([O:3][C:4](=[O:21])[C:5]1[CH:10]=[C:9]([CH2:11][N:12]2[CH2:17][CH2:16][O:15][CH2:14][CH2:13]2)[CH:8]=[CH:7][C:6]=1[N+:18]([O-])=O)[CH3:2]. (3) Given the product [CH3:27][C:24]([O:28][CH2:29][CH:30]1[CH2:34][CH:33]=[C:32]([CH3:35])[C:31]1([CH3:37])[CH3:36])([CH3:23])[CH:25]=[O:26], predict the reactants needed to synthesize it. The reactants are: CC(OI1(OC(C)=O)(OC(C)=O)OC(=O)C2C=CC=CC1=2)=O.[CH3:23][C:24]([O:28][CH2:29][CH:30]1[CH2:34][CH:33]=[C:32]([CH3:35])[C:31]1([CH3:37])[CH3:36])([CH3:27])[CH2:25][OH:26].C(=O)(O)[O-].[Na+]. (4) Given the product [OH:37][CH2:36][CH2:35][CH2:34][O:5][CH2:6][C:7]1[C:12]([C:13]2[CH:18]=[CH:17][C:16]([CH3:19])=[CH:15][CH:14]=2)=[C:11]([CH2:20][NH:21][C:22](=[O:23])[O:24][C:25]([CH3:28])([CH3:27])[CH3:26])[C:10]([CH2:29][CH:30]([CH3:32])[CH3:31])=[N:9][C:8]=1[CH3:33], predict the reactants needed to synthesize it. The reactants are: CS([O:5][CH2:6][C:7]1[C:8]([CH3:33])=[N:9][C:10]([CH2:29][CH:30]([CH3:32])[CH3:31])=[C:11]([CH2:20][NH:21][C:22]([O:24][C:25]([CH3:28])([CH3:27])[CH3:26])=[O:23])[C:12]=1[C:13]1[CH:18]=[CH:17][C:16]([CH3:19])=[CH:15][CH:14]=1)(=O)=O.[CH2:34](O)[CH2:35][CH2:36][OH:37].[H-].[Na+].Cl. (5) Given the product [C:1]([O:4][C:5]1[CH:6]=[C:7](/[CH:8]=[CH:30]/[C:29]2[CH:28]=[CH:27][C:26]([O:25][C:22](=[O:24])[CH3:23])=[CH:33][CH:32]=2)[CH:11]=[C:12]([O:14][C:15](=[O:17])[CH3:16])[CH:13]=1)(=[O:3])[CH3:2], predict the reactants needed to synthesize it. The reactants are: [C:1]([O:4][C:5]1[CH:6]=[C:7]([CH:11]=[C:12]([O:14][C:15](=[O:17])[CH3:16])[CH:13]=1)[C:8](O)=O)(=[O:3])[CH3:2].S(Cl)(Cl)=O.[C:22]([O:25][C:26]1[CH:33]=[CH:32][C:29]([CH:30]=C)=[CH:28][CH:27]=1)(=[O:24])[CH3:23].C(N1CCOCC1)C. (6) The reactants are: [CH2:1]1[C:7]2[C:8]3[CH:14]=[CH:13][C:12]([N:15]4[CH:20]=[CH:19][C:18]([C:21]5[CH:26]=[CH:25][C:24]([C:27]([F:30])([F:29])[F:28])=[CH:23][N:22]=5)=[CH:17][C:16]4=[O:31])=[CH:11][C:9]=3[O:10][C:6]=2[CH2:5][CH2:4][CH2:3][NH:2]1.[ClH:32].CCOCC. Given the product [ClH:32].[CH2:1]1[C:7]2[C:8]3[CH:14]=[CH:13][C:12]([N:15]4[CH:20]=[CH:19][C:18]([C:21]5[CH:26]=[CH:25][C:24]([C:27]([F:30])([F:29])[F:28])=[CH:23][N:22]=5)=[CH:17][C:16]4=[O:31])=[CH:11][C:9]=3[O:10][C:6]=2[CH2:5][CH2:4][CH2:3][NH:2]1, predict the reactants needed to synthesize it.